From a dataset of Full USPTO retrosynthesis dataset with 1.9M reactions from patents (1976-2016). Predict the reactants needed to synthesize the given product. (1) The reactants are: Cl[C:2]1[CH:7]=[C:6]([O:8][C:9]2[CH:10]=[C:11]([CH3:22])[C:12]([CH3:21])=[N:13][C:14]=2[C:15]2[CH:20]=[CH:19][CH:18]=[CH:17][N:16]=2)[CH:5]=[CH:4][N:3]=1.[NH2:23][C:24]1[CH:25]=[C:26]([S:30]([NH2:33])(=[O:32])=[O:31])[CH:27]=[CH:28][CH:29]=1.CC1(C)C2C(=C(P(C3C=CC=CC=3)C3C=CC=CC=3)C=CC=2)OC2C(P(C3C=CC=CC=3)C3C=CC=CC=3)=CC=CC1=2.C([O-])([O-])=O.[Cs+].[Cs+]. Given the product [CH3:22][C:11]1[CH:10]=[C:9]([O:8][C:6]2[CH:5]=[CH:4][N:3]=[C:2]([NH:23][C:24]3[CH:25]=[C:26]([S:30]([NH2:33])(=[O:31])=[O:32])[CH:27]=[CH:28][CH:29]=3)[CH:7]=2)[C:14]([C:15]2[CH:20]=[CH:19][CH:18]=[CH:17][N:16]=2)=[N:13][C:12]=1[CH3:21], predict the reactants needed to synthesize it. (2) Given the product [CH3:12][N:11]1[C:4]2[N:5]([C:6](=[O:8])[N:7]=[C:2]([O:32][CH2:31][CH2:30][C:27]3[CH:26]=[CH:25][C:24]([O:23][C:20]4[CH:19]=[CH:18][C:17]([C:16]([F:34])([F:15])[F:33])=[CH:22][N:21]=4)=[CH:29][CH:28]=3)[CH:3]=2)[CH2:9][CH2:10]1, predict the reactants needed to synthesize it. The reactants are: Cl[C:2]1[CH:3]=[C:4]2[N:11]([CH3:12])[CH2:10][CH2:9][N:5]2[C:6](=[O:8])[N:7]=1.[H-].[Na+].[F:15][C:16]([F:34])([F:33])[C:17]1[CH:18]=[CH:19][C:20]([O:23][C:24]2[CH:29]=[CH:28][C:27]([CH2:30][CH2:31][OH:32])=[CH:26][CH:25]=2)=[N:21][CH:22]=1. (3) Given the product [Cl:1][C:2]1[CH:3]=[C:4]([N:8]2[C:13](=[O:14])[C:12]([CH2:15][CH2:16][C:17]3[CH:22]=[CH:21][CH:20]=[CH:19][CH:18]=3)=[C:11]([C:23]3[CH:28]=[CH:27][C:26]([S:29]([NH2:33])(=[O:31])=[O:30])=[CH:25][CH:24]=3)[CH:10]=[N:9]2)[CH:5]=[CH:6][CH:7]=1, predict the reactants needed to synthesize it. The reactants are: [Cl:1][C:2]1[CH:3]=[C:4]([N:8]2[C:13](=[O:14])[C:12]([CH2:15][CH2:16][C:17]3[CH:22]=[CH:21][CH:20]=[CH:19][CH:18]=3)=[C:11]([C:23]3[CH:28]=[CH:27][C:26]([S:29](C)(=[O:31])=[O:30])=[CH:25][CH:24]=3)[CH:10]=[N:9]2)[CH:5]=[CH:6][CH:7]=1.[NH3:33]. (4) Given the product [Br:8][C:5]1[CH:6]=[CH:7][C:2]([C:16]2([OH:18])[CH2:17][O:14][CH2:15]2)=[N:3][CH:4]=1, predict the reactants needed to synthesize it. The reactants are: Br[C:2]1[CH:7]=[CH:6][C:5]([Br:8])=[CH:4][N:3]=1.C([Li])CCC.[O:14]1[CH2:17][C:16](=[O:18])[CH2:15]1.[Cl-].[NH4+].